This data is from NCI-60 drug combinations with 297,098 pairs across 59 cell lines. The task is: Regression. Given two drug SMILES strings and cell line genomic features, predict the synergy score measuring deviation from expected non-interaction effect. (1) Drug 1: C1CCC(C1)C(CC#N)N2C=C(C=N2)C3=C4C=CNC4=NC=N3. Drug 2: C1=CN(C=N1)CC(O)(P(=O)(O)O)P(=O)(O)O. Cell line: HL-60(TB). Synergy scores: CSS=-8.95, Synergy_ZIP=4.82, Synergy_Bliss=0.639, Synergy_Loewe=-8.39, Synergy_HSA=-10.6. (2) Drug 1: CC1=C(C=C(C=C1)NC2=NC=CC(=N2)N(C)C3=CC4=NN(C(=C4C=C3)C)C)S(=O)(=O)N.Cl. Drug 2: C1CNP(=O)(OC1)N(CCCl)CCCl. Cell line: K-562. Synergy scores: CSS=8.40, Synergy_ZIP=-4.45, Synergy_Bliss=-3.91, Synergy_Loewe=-6.48, Synergy_HSA=-3.35. (3) Drug 1: C1CC(=O)NC(=O)C1N2CC3=C(C2=O)C=CC=C3N. Drug 2: C1=CC(=CC=C1C#N)C(C2=CC=C(C=C2)C#N)N3C=NC=N3. Cell line: SF-295. Synergy scores: CSS=5.13, Synergy_ZIP=1.98, Synergy_Bliss=-3.42, Synergy_Loewe=-1.34, Synergy_HSA=-1.31. (4) Drug 1: CN(CC1=CN=C2C(=N1)C(=NC(=N2)N)N)C3=CC=C(C=C3)C(=O)NC(CCC(=O)O)C(=O)O. Drug 2: C1=NC2=C(N=C(N=C2N1C3C(C(C(O3)CO)O)F)Cl)N. Cell line: LOX IMVI. Synergy scores: CSS=18.2, Synergy_ZIP=-2.20, Synergy_Bliss=-10.1, Synergy_Loewe=-27.3, Synergy_HSA=-11.2.